Dataset: Reaction yield outcomes from USPTO patents with 853,638 reactions. Task: Predict the reaction yield, written as a fraction of the theoretical maximum amount of product (1.0 means a 100% yield; for example, 0.34 means a 34% yield). (1) The reactants are [Cl:1][C:2]1[N:7]=[C:6]([C:8]2[S:12][C:11]([C:13]([CH3:16])([CH3:15])[CH3:14])=[N:10][C:9]=2[C:17]2[C:18]([F:24])=[C:19]([CH:21]=[CH:22][CH:23]=2)[NH2:20])[CH:5]=[CH:4][N:3]=1.N1C=CC=CC=1.[F:31][C:32]1[CH:37]=[CH:36][C:35]([F:38])=[CH:34][C:33]=1[S:39](Cl)(=[O:41])=[O:40]. The catalyst is C(Cl)Cl. The product is [Cl:1][C:2]1[N:7]=[C:6]([C:8]2[S:12][C:11]([C:13]([CH3:16])([CH3:15])[CH3:14])=[N:10][C:9]=2[C:17]2[C:18]([F:24])=[C:19]([NH:20][S:39]([C:33]3[CH:34]=[C:35]([F:38])[CH:36]=[CH:37][C:32]=3[F:31])(=[O:41])=[O:40])[CH:21]=[CH:22][CH:23]=2)[CH:5]=[CH:4][N:3]=1. The yield is 0.458. (2) The reactants are [Cl:1][C:2]1[CH:3]=[C:4]([C:8]2[C:13]([O:14][CH3:15])=[CH:12][CH:11]=[C:10]([CH2:16][OH:17])[C:9]=2[F:18])[CH:5]=[CH:6][CH:7]=1.N1C=CC=CC=1.Cl[C:26]([O:28][CH3:29])=[O:27]. The catalyst is O1CCCC1. The product is [CH3:29][O:28][C:26](=[O:27])[O:17][CH2:16][C:10]1[C:9]([F:18])=[C:8]([C:4]2[CH:5]=[CH:6][CH:7]=[C:2]([Cl:1])[CH:3]=2)[C:13]([O:14][CH3:15])=[CH:12][CH:11]=1. The yield is 1.00.